Dataset: Full USPTO retrosynthesis dataset with 1.9M reactions from patents (1976-2016). Task: Predict the reactants needed to synthesize the given product. Given the product [C:8]1([S:14]([OH:17])(=[O:16])=[O:15])[CH:13]=[CH:12][CH:11]=[CH:10][CH:9]=1.[NH:1]1[CH2:6][CH2:5][CH:4]([NH2:7])[CH2:3][CH2:2]1, predict the reactants needed to synthesize it. The reactants are: [NH:1]1[CH2:6][CH2:5][CH:4]([NH2:7])[CH2:3][CH2:2]1.[C:8]1([S:14]([OH:17])(=[O:16])=[O:15])[CH:13]=[CH:12][CH:11]=[CH:10][CH:9]=1.